Dataset: Catalyst prediction with 721,799 reactions and 888 catalyst types from USPTO. Task: Predict which catalyst facilitates the given reaction. (1) Reactant: Cl[CH2:2][C:3]1[CH:4]=[N:5][C:6]([NH:9][C:10]2[CH:15]=[CH:14][C:13]([O:16][C:17]([F:20])([F:19])[F:18])=[CH:12][CH:11]=2)=[N:7][CH:8]=1.[O:21]1[CH2:26][CH2:25][CH2:24][CH2:23][CH:22]1[N:27]1[C:35]2[C:30](=[CH:31][C:32]([OH:36])=[CH:33][CH:34]=2)[C:29]([C:37]([F:40])([F:39])[F:38])=[N:28]1.C([O-])([O-])=O.[Cs+].[Cs+]. Product: [O:21]1[CH2:26][CH2:25][CH2:24][CH2:23][CH:22]1[N:27]1[C:35]2[C:30](=[CH:31][C:32]([O:36][CH2:2][C:3]3[CH:4]=[N:5][C:6]([NH:9][C:10]4[CH:15]=[CH:14][C:13]([O:16][C:17]([F:20])([F:19])[F:18])=[CH:12][CH:11]=4)=[N:7][CH:8]=3)=[CH:33][CH:34]=2)[C:29]([C:37]([F:40])([F:38])[F:39])=[N:28]1. The catalyst class is: 31. (2) Reactant: [Cl:1][C:2]1[C:7]([N:8]2[CH2:13][CH2:12][C:11]([CH3:14])=[C:10]([C:15]3[CH:20]=[CH:19][C:18]([N+:21]([O-])=O)=[CH:17][CH:16]=3)[CH2:9]2)=[N:6][CH:5]=[CH:4][N:3]=1.Cl[Sn]Cl. Product: [Cl:1][C:2]1[C:7]([N:8]2[CH2:13][CH2:12][C:11]([CH3:14])=[C:10]([C:15]3[CH:16]=[CH:17][C:18]([NH2:21])=[CH:19][CH:20]=3)[CH2:9]2)=[N:6][CH:5]=[CH:4][N:3]=1. The catalyst class is: 271. (3) Reactant: C[O:2][C:3]([C:5]1[N:6]=[C:7]([C:21]([F:24])([F:23])[F:22])[N:8]2[CH2:13][CH2:12][N:11]([C:14]([O:16][C:17]([CH3:20])([CH3:19])[CH3:18])=[O:15])[CH2:10][C:9]=12)=[O:4].[OH-].[Na+].Cl. Product: [C:17]([O:16][C:14]([N:11]1[CH2:12][CH2:13][N:8]2[C:7]([C:21]([F:22])([F:23])[F:24])=[N:6][C:5]([C:3]([OH:4])=[O:2])=[C:9]2[CH2:10]1)=[O:15])([CH3:20])([CH3:18])[CH3:19]. The catalyst class is: 5. (4) Reactant: [CH:1]1([C:7]2[CH:12]=[CH:11][C:10](B(O)O)=[C:9]([F:16])[C:8]=2[O:17][CH2:18][O:19][CH3:20])[CH2:6][CH2:5][CH2:4][CH2:3][CH2:2]1.[NH2:21][C:22]1[N:27]=[CH:26][C:25](Br)=[CH:24][N:23]=1.C1COCC1.C([O-])([O-])=O.[Na+].[Na+]. Product: [CH:1]1([C:7]2[CH:12]=[CH:11][C:10]([C:25]3[CH:24]=[N:23][C:22]([NH2:21])=[N:27][CH:26]=3)=[C:9]([F:16])[C:8]=2[O:17][CH2:18][O:19][CH3:20])[CH2:6][CH2:5][CH2:4][CH2:3][CH2:2]1. The catalyst class is: 25. (5) Reactant: [F:1][C:2]([F:15])([F:14])[C:3]1[CH:9]=[CH:8][C:7]([C:10]([F:13])([F:12])[F:11])=[CH:6][C:4]=1[NH2:5].C[O:17][CH:18]1[CH:22]([CH:23]=O)[CH2:21][CH:20](OC)O1. Product: [F:1][C:2]([F:14])([F:15])[C:3]1[CH:9]=[CH:8][C:7]([C:10]([F:12])([F:11])[F:13])=[CH:6][C:4]=1[N:5]1[CH:20]=[CH:21][C:22]([CH:18]=[O:17])=[CH:23]1. The catalyst class is: 52. (6) Reactant: [CH2:1]([N:8]1[CH2:13][CH2:12][CH2:11][CH:10]([C:14]2[N:15]=[N:16][N:17]3[C:22]=2[C:21]2[CH:23]=[CH:24][N:25](COCC[Si](C)(C)C)[C:20]=2[N:19]=[CH:18]3)[CH2:9]1)[C:2]1[CH:7]=[CH:6][CH:5]=[CH:4][CH:3]=1.B(F)(F)F.CCOCC.C([O-])([O-])=O.[Na+].[Na+]. Product: [CH2:1]([N:8]1[CH2:13][CH2:12][CH2:11][CH:10]([C:14]2[N:15]=[N:16][N:17]3[C:22]=2[C:21]2[CH:23]=[CH:24][NH:25][C:20]=2[N:19]=[CH:18]3)[CH2:9]1)[C:2]1[CH:7]=[CH:6][CH:5]=[CH:4][CH:3]=1. The catalyst class is: 2.